Dataset: Forward reaction prediction with 1.9M reactions from USPTO patents (1976-2016). Task: Predict the product of the given reaction. (1) Given the reactants OS(O)(=O)=O.C(O)(C(F)(F)F)=[O:7].[CH3:13][C:14]1[N:19]=[C:18]([C:20]2[C:25]([C:26]3[CH:27]=[CH:28][C:29]4[N:30]([C:32]([C:35]#[N:36])=[CH:33][N:34]=4)[CH:31]=3)=[CH:24][CH:23]=[CH:22][N:21]=2)[CH:17]=[CH:16][CH:15]=1.[OH-].[Na+], predict the reaction product. The product is: [CH3:13][C:14]1[N:19]=[C:18]([C:20]2[C:25]([C:26]3[CH:27]=[CH:28][C:29]4[N:30]([C:32]([C:35]([NH2:36])=[O:7])=[CH:33][N:34]=4)[CH:31]=3)=[CH:24][CH:23]=[CH:22][N:21]=2)[CH:17]=[CH:16][CH:15]=1. (2) Given the reactants [Cl:1][C:2]1[CH:10]=[C:9]2[C:5]([CH:6]=[CH:7][NH:8]2)=[CH:4][C:3]=1B1OCC(C)(C)CO1.[C:19](=O)([O-])[O-:20].[K+].[K+].Br[C:26]1[CH:31]=[CH:30][C:29]([CH2:32][CH2:33][OH:34])=[CH:28][CH:27]=1.O, predict the reaction product. The product is: [Cl:1][C:2]1[CH:10]=[C:9]2[C:5]([C:6]([CH:19]=[O:20])=[CH:7][NH:8]2)=[CH:4][C:3]=1[C:26]1[CH:31]=[CH:30][C:29]([CH2:32][CH2:33][OH:34])=[CH:28][CH:27]=1. (3) Given the reactants [F:1][C:2]1[CH:7]=[CH:6][C:5]([C:8](=[O:18])[CH2:9][C:10]2[CH:15]=[CH:14][C:13](SC)=[CH:12][CH:11]=2)=[CH:4][CH:3]=1.O[O:20][S:21]([O-:23])=O.[K+].[CH3:25]O, predict the reaction product. The product is: [F:1][C:2]1[CH:3]=[CH:4][C:5]([C:8](=[O:18])[CH2:9][C:10]2[CH:11]=[CH:12][C:13]([S:21]([CH3:25])(=[O:23])=[O:20])=[CH:14][CH:15]=2)=[CH:6][CH:7]=1. (4) Given the reactants [N:1]1[CH:6]=[CH:5][C:4](/[CH:7]=[CH:8]/[C:9]([OH:11])=O)=[CH:3][CH:2]=1.CCN=C=NCCCN(C)C.C1C=CC2N(O)N=NC=2C=1.CCN(CC)CC.[C:40]([O:44][C:45]([N:47]1[CH2:52][CH2:51][CH:50]([NH:53][CH3:54])[CH2:49][CH2:48]1)=[O:46])([CH3:43])([CH3:42])[CH3:41], predict the reaction product. The product is: [C:40]([O:44][C:45]([N:47]1[CH2:48][CH2:49][CH:50]([N:53]([CH3:54])[C:9](=[O:11])/[CH:8]=[CH:7]/[C:4]2[CH:3]=[CH:2][N:1]=[CH:6][CH:5]=2)[CH2:51][CH2:52]1)=[O:46])([CH3:43])([CH3:42])[CH3:41]. (5) Given the reactants Cl.[Br:2][C:3]1[CH:4]=[CH:5][C:6]([C:9]2[CH:13]=[C:12]([NH2:14])[NH:11][N:10]=2)=[N:7][CH:8]=1.CO[CH:17](OC)[CH2:18][CH:19](OC)OC.C(O)(=O)C, predict the reaction product. The product is: [Br:2][C:3]1[CH:4]=[CH:5][C:6]([C:9]2[CH:13]=[C:12]3[N:14]=[CH:17][CH:18]=[CH:19][N:11]3[N:10]=2)=[N:7][CH:8]=1.